This data is from Catalyst prediction with 721,799 reactions and 888 catalyst types from USPTO. The task is: Predict which catalyst facilitates the given reaction. (1) Reactant: [Br-].[OH:2][C:3]1[CH:28]=[C:27]([O:29][CH3:30])[CH:26]=[CH:25][C:4]=1[CH2:5][P+](C1C=CC=CC=1)(C1C=CC=CC=1)C1C=CC=CC=1.[N+:31]([C:34]1[CH:35]=[C:36]([CH:40]=[CH:41][N:42]=1)[C:37](Cl)=O)([O-:33])=[O:32]. Product: [N+:31]([C:34]1[CH:35]=[C:36]([C:37]2[O:2][C:3]3[CH:28]=[C:27]([O:29][CH3:30])[CH:26]=[CH:25][C:4]=3[CH:5]=2)[CH:40]=[CH:41][N:42]=1)([O-:33])=[O:32]. The catalyst class is: 11. (2) Reactant: [N:1]1([C:6]([O:8][C@H:9]2[CH2:14][CH2:13][C@H:12]([NH:15][C:16]3[N:24]=[C:23]4[C:19]([NH:20][C:21](=[O:33])[N:22]4[C:25]4[CH:30]=[CH:29][CH:28]=[CH:27][C:26]=4[O:31][CH3:32])=[C:18]([C:34]([O:36]CC)=O)[N:17]=3)[CH2:11][CH2:10]2)=[O:7])C=CN=C1.[NH2:39]C1C(C(OCC)=O)=NC(N[C@H]2CC[C@H](O)CC2)=NC=1NC1C=CC=CC=1OC. Product: [C:6](=[O:7])([O:8][C@H:9]1[CH2:10][CH2:11][C@H:12]([NH:15][C:16]2[N:24]=[C:23]3[C:19]([NH:20][C:21](=[O:33])[N:22]3[C:25]3[CH:30]=[CH:29][CH:28]=[CH:27][C:26]=3[O:31][CH3:32])=[C:18]([C:34](=[O:36])[NH2:39])[N:17]=2)[CH2:13][CH2:14]1)[NH2:1]. The catalyst class is: 4.